Dataset: Catalyst prediction with 721,799 reactions and 888 catalyst types from USPTO. Task: Predict which catalyst facilitates the given reaction. Reactant: [NH:1]1[C:5]2[CH:6]=[CH:7][CH:8]=[CH:9][C:4]=2[N:3]=[C:2]1[C:10]([C:12]1[CH:17]=[CH:16][C:15]([OH:18])=[CH:14][CH:13]=1)=[O:11].F[C:20]1[C:21]([CH:26]2[CH2:31][CH2:30][N:29]([C:32]([O:34][CH3:35])=[O:33])[CH2:28][CH2:27]2)=[N:22][CH:23]=[CH:24][N:25]=1.C(=O)([O-])[O-].[Cs+].[Cs+]. Product: [NH:1]1[C:5]2[CH:6]=[CH:7][CH:8]=[CH:9][C:4]=2[N:3]=[C:2]1[C:10]([C:12]1[CH:17]=[CH:16][C:15]([O:18][C:20]2[C:21]([CH:26]3[CH2:27][CH2:28][N:29]([C:32]([O:34][CH3:35])=[O:33])[CH2:30][CH2:31]3)=[N:22][CH:23]=[CH:24][N:25]=2)=[CH:14][CH:13]=1)=[O:11]. The catalyst class is: 16.